This data is from CYP2C19 inhibition data for predicting drug metabolism from PubChem BioAssay. The task is: Regression/Classification. Given a drug SMILES string, predict its absorption, distribution, metabolism, or excretion properties. Task type varies by dataset: regression for continuous measurements (e.g., permeability, clearance, half-life) or binary classification for categorical outcomes (e.g., BBB penetration, CYP inhibition). Dataset: cyp2c19_veith. (1) The drug is COc1ccc(-c2cc(CCCC(=O)NCCc3ccc(OC)cc3OC)no2)cc1. The result is 1 (inhibitor). (2) The compound is Clc1ccccc1-c1nc(-c2ccccc2)n[nH]1. The result is 1 (inhibitor).